Predict which catalyst facilitates the given reaction. From a dataset of Catalyst prediction with 721,799 reactions and 888 catalyst types from USPTO. (1) Reactant: [NH2:1][C:2]1[N:7]2[N:8]=[C:9]([C:19]3[CH:24]=[CH:23][CH:22]=[CH:21][CH:20]=3)[C:10]([C:11]3[N:12]=[N:13][C:14]([O:17]C)=[CH:15][CH:16]=3)=[C:6]2[CH:5]=[CH:4][CH:3]=1.Cl.C(=O)([O-])O.[Na+]. Product: [NH2:1][C:2]1[N:7]2[N:8]=[C:9]([C:19]3[CH:24]=[CH:23][CH:22]=[CH:21][CH:20]=3)[C:10]([C:11]3[CH:16]=[CH:15][C:14](=[O:17])[NH:13][N:12]=3)=[C:6]2[CH:5]=[CH:4][CH:3]=1. The catalyst class is: 14. (2) Reactant: [C:1]([O:5][C:6]([N:8]1[CH2:13][C@@H:12]([C:14](=[O:37])[NH:15][CH2:16][C:17]2([CH2:31][CH2:32][CH2:33][CH2:34][O:35][CH3:36])[C:30]3[CH:29]=[CH:28][CH:27]=[CH:26][C:25]=3[O:24][C:23]3[C:18]2=[CH:19][CH:20]=[CH:21][CH:22]=3)[CH2:11][C@@H:10]([NH:38][S:39]([C:42]2[CH:47]=[CH:46][C:45]([CH2:48][CH2:49][CH2:50]OS(C)(=O)=O)=[CH:44][CH:43]=2)(=[O:41])=[O:40])[CH2:9]1)=[O:7])([CH3:4])([CH3:3])[CH3:2].[CH3:56][NH:57][CH3:58]. Product: [C:1]([O:5][C:6]([N:8]1[CH2:13][C@@H:12]([C:14](=[O:37])[NH:15][CH2:16][C:17]2([CH2:31][CH2:32][CH2:33][CH2:34][O:35][CH3:36])[C:30]3[CH:29]=[CH:28][CH:27]=[CH:26][C:25]=3[O:24][C:23]3[C:18]2=[CH:19][CH:20]=[CH:21][CH:22]=3)[CH2:11][C@@H:10]([NH:38][S:39]([C:42]2[CH:47]=[CH:46][C:45]([CH2:48][CH2:49][CH2:50][N:57]([CH3:58])[CH3:56])=[CH:44][CH:43]=2)(=[O:40])=[O:41])[CH2:9]1)=[O:7])([CH3:3])([CH3:4])[CH3:2]. The catalyst class is: 20.